Dataset: Full USPTO retrosynthesis dataset with 1.9M reactions from patents (1976-2016). Task: Predict the reactants needed to synthesize the given product. (1) Given the product [CH3:14][C:10]1([CH2:15][CH2:16][OH:17])[O:11][CH2:12][CH2:13][NH:8][CH2:9]1, predict the reactants needed to synthesize it. The reactants are: C([N:8]1[CH2:13][CH2:12][O:11][C:10]([CH2:15][CH2:16][OH:17])([CH3:14])[CH2:9]1)C1C=CC=CC=1. (2) Given the product [F:40][C:41]1[CH:46]=[CH:45][C:44]([F:47])=[CH:43][C:42]=1[C@H:48]1[CH2:52][CH2:51][CH2:50][N:49]1[C:2]1[CH:7]=[CH:6][N:5]2[N:8]=[CH:9][C:10]([C:11]#[N:12])=[C:4]2[N:3]=1, predict the reactants needed to synthesize it. The reactants are: O[C:2]1[CH:7]=[CH:6][N:5]2[N:8]=[CH:9][C:10]([C:11]#[N:12])=[C:4]2[N:3]=1.F[P-](F)(F)(F)(F)F.N1(O[P+](N(C)C)(N(C)C)N(C)C)C2C=CC=CC=2N=N1.[F:40][C:41]1[CH:46]=[CH:45][C:44]([F:47])=[CH:43][C:42]=1[C@H:48]1[CH2:52][CH2:51][CH2:50][NH:49]1.C(N(C(C)C)CC)(C)C. (3) The reactants are: [C:1]([C:3]1[N:7]2[CH:8]=[CH:9][N:10]=[CH:11][C:6]2=[N:5][CH:4]=1)#[CH:2].[CH3:12][N:13]([CH2:15][C:16]1[N:17]([C:21]2[CH:22]=[C:23]([NH:31][C:32](=[O:41])[C:33]3[CH:38]=[CH:37][C:36]([CH3:39])=[C:35](I)[CH:34]=3)[CH:24]=[C:25]([C:27]([F:30])([F:29])[F:28])[CH:26]=2)[CH:18]=[CH:19][N:20]=1)[CH3:14]. Given the product [CH3:14][N:13]([CH2:15][C:16]1[N:17]([C:21]2[CH:22]=[C:23]([NH:31][C:32](=[O:41])[C:33]3[CH:34]=[CH:35][C:36]([CH3:39])=[C:37]([C:2]#[C:1][C:3]4[N:7]5[CH:8]=[CH:9][N:10]=[CH:11][C:6]5=[N:5][CH:4]=4)[CH:38]=3)[CH:24]=[C:25]([C:27]([F:28])([F:29])[F:30])[CH:26]=2)[CH:18]=[CH:19][N:20]=1)[CH3:12], predict the reactants needed to synthesize it.